Dataset: NCI-60 drug combinations with 297,098 pairs across 59 cell lines. Task: Regression. Given two drug SMILES strings and cell line genomic features, predict the synergy score measuring deviation from expected non-interaction effect. (1) Drug 2: CC1C(C(CC(O1)OC2CC(CC3=C2C(=C4C(=C3O)C(=O)C5=CC=CC=C5C4=O)O)(C(=O)C)O)N)O. Synergy scores: CSS=72.0, Synergy_ZIP=2.02, Synergy_Bliss=1.91, Synergy_Loewe=9.51, Synergy_HSA=11.0. Drug 1: C1=C(C(=O)NC(=O)N1)N(CCCl)CCCl. Cell line: HOP-92. (2) Drug 1: CC1=CC=C(C=C1)C2=CC(=NN2C3=CC=C(C=C3)S(=O)(=O)N)C(F)(F)F. Drug 2: C1=NC(=NC(=O)N1C2C(C(C(O2)CO)O)O)N. Cell line: KM12. Synergy scores: CSS=23.5, Synergy_ZIP=10.1, Synergy_Bliss=11.2, Synergy_Loewe=-2.42, Synergy_HSA=10.3. (3) Drug 1: C1CCC(C1)C(CC#N)N2C=C(C=N2)C3=C4C=CNC4=NC=N3. Drug 2: CCCCC(=O)OCC(=O)C1(CC(C2=C(C1)C(=C3C(=C2O)C(=O)C4=C(C3=O)C=CC=C4OC)O)OC5CC(C(C(O5)C)O)NC(=O)C(F)(F)F)O. Cell line: BT-549. Synergy scores: CSS=8.94, Synergy_ZIP=2.28, Synergy_Bliss=8.02, Synergy_Loewe=2.93, Synergy_HSA=4.97. (4) Drug 1: C1CCC(C1)C(CC#N)N2C=C(C=N2)C3=C4C=CNC4=NC=N3. Drug 2: B(C(CC(C)C)NC(=O)C(CC1=CC=CC=C1)NC(=O)C2=NC=CN=C2)(O)O. Cell line: UO-31. Synergy scores: CSS=18.9, Synergy_ZIP=-5.57, Synergy_Bliss=-0.494, Synergy_Loewe=2.15, Synergy_HSA=2.34.